This data is from Full USPTO retrosynthesis dataset with 1.9M reactions from patents (1976-2016). The task is: Predict the reactants needed to synthesize the given product. (1) Given the product [Cl:23][CH2:22][CH2:21][NH:20][C:4]1[CH:3]=[C:2]([CH3:1])[N:7]=[C:6]2[N:8]([C:11]3[C:16]([CH3:17])=[CH:15][C:14]([CH3:18])=[CH:13][C:12]=3[CH3:19])[CH:9]=[N:10][C:5]=12, predict the reactants needed to synthesize it. The reactants are: [CH3:1][C:2]1[N:7]=[C:6]2[N:8]([C:11]3[C:16]([CH3:17])=[CH:15][C:14]([CH3:18])=[CH:13][C:12]=3[CH3:19])[CH:9]=[N:10][C:5]2=[C:4]([NH:20][C:21](=O)[CH2:22][Cl:23])[CH:3]=1. (2) The reactants are: CO[C:3](=[O:13])[C:4]1[C:9]([I:10])=[CH:8][CH:7]=[CH:6][C:5]=1[CH2:11]Br.[CH3:14][C:15]1[CH:22]=[CH:21][C:18]([CH2:19][NH2:20])=[CH:17][CH:16]=1.C([O-])([O-])=O.[K+].[K+].C(OCC)(=O)C. Given the product [I:10][C:9]1[CH:8]=[CH:7][CH:6]=[C:5]2[C:4]=1[C:3](=[O:13])[N:20]([CH2:19][C:18]1[CH:21]=[CH:22][C:15]([CH3:14])=[CH:16][CH:17]=1)[CH2:11]2, predict the reactants needed to synthesize it.